From a dataset of Catalyst prediction with 721,799 reactions and 888 catalyst types from USPTO. Predict which catalyst facilitates the given reaction. (1) Reactant: C1(P(C2C=CC=CC=2)C2C=CC=CC=2)C=CC=CC=1.N(C(OC(C)C)=O)=NC(OC(C)C)=O.[CH2:34]([C:37]1[CH:42]=[C:41]([Br:43])[CH:40]=[C:39]([N+:44]([O-:46])=[O:45])[C:38]=1[OH:47])[CH:35]=[CH2:36].[F:48][C:49]([F:54])([F:53])[CH2:50][CH2:51]O. Product: [CH2:34]([C:37]1[CH:42]=[C:41]([Br:43])[CH:40]=[C:39]([N+:44]([O-:46])=[O:45])[C:38]=1[O:47][CH2:51][CH2:50][C:49]([F:54])([F:53])[F:48])[CH:35]=[CH2:36]. The catalyst class is: 1. (2) The catalyst class is: 79. Product: [N:15]([CH2:18][CH2:19][O:20][C:4](=[O:5])[CH2:3][CH2:2][C:1]([OH:6])=[O:7])=[N+:16]=[N-:17]. Reactant: [C:1]1(=[O:7])[O:6][C:4](=[O:5])[CH2:3][CH2:2]1.CCN(CC)CC.[N:15]([CH2:18][CH2:19][OH:20])=[N+:16]=[N-:17]. (3) Reactant: [NH2:1][S:2]([C:5]1[CH:10]=[CH:9][C:8]([NH:11][C:12]2[N:20]=[C:19]3[C:15]([N:16]=[CH:17][NH:18]3)=[C:14]([C:21]3[CH:22]=[N:23][C:24](NC4CCNCC4)=[CH:25][CH:26]=3)[N:13]=2)=[CH:7][CH:6]=1)(=[O:4])=[O:3].[O:34]1CCOCC1.Cl. Product: [NH2:1][S:2]([C:5]1[CH:10]=[CH:9][C:8]([NH:11][C:12]2[N:20]=[C:19]3[C:15]([N:16]=[CH:17][NH:18]3)=[C:14]([C:21]3[CH:22]=[N:23][C:24]([OH:34])=[CH:25][CH:26]=3)[N:13]=2)=[CH:7][CH:6]=1)(=[O:4])=[O:3]. The catalyst class is: 12. (4) Reactant: [O:1]1CCO[CH:2]1[C:6]1[CH:7]=[CH:8][C:9]([O:33][C:34]([F:37])([F:36])[F:35])=[C:10]([C:12]2[CH:21]=[C:20]3[C:15]([C:16]([CH3:31])([CH3:30])[CH2:17][CH:18]=[C:19]3OS(C(F)(F)F)(=O)=O)=[CH:14][C:13]=2[CH3:32])[CH:11]=1.[S:38]1[CH:42]=[CH:41][CH:40]=[C:39]1B(O)O.C(=O)([O-])[O-].[K+].[K+].C(O)C. Product: [F:37][C:34]([F:36])([F:35])[O:33][C:9]1[CH:8]=[CH:7][C:6]([CH:2]=[O:1])=[CH:11][C:10]=1[C:12]1[C:13]([CH3:32])=[CH:14][C:15]2[C:16]([CH3:30])([CH3:31])[CH2:17][CH:18]=[C:19]([C:39]3[S:38][CH:42]=[CH:41][CH:40]=3)[C:20]=2[CH:21]=1. The catalyst class is: 93. (5) Reactant: [F:1][C:2]([F:9])([F:8])[C:3](OCC)=[O:4].[H-].[Na+].[CH2:12]([O:14][C:15](=[O:30])[CH2:16][CH:17]1[CH2:22][CH2:21][N:20]([C:23]([O:25][C:26]([CH3:29])([CH3:28])[CH3:27])=[O:24])[CH2:19][CH2:18]1)[CH3:13]. Product: [CH2:12]([O:14][C:15](=[O:30])[CH:16]([C:3](=[O:4])[C:2]([F:9])([F:8])[F:1])[CH:17]1[CH2:22][CH2:21][N:20]([C:23]([O:25][C:26]([CH3:29])([CH3:28])[CH3:27])=[O:24])[CH2:19][CH2:18]1)[CH3:13]. The catalyst class is: 1. (6) Reactant: [OH:1][CH2:2][C:3]1[N:8]=[CH:7][C:6]([NH:9][C:10](=[O:18])OC2C=CC=CC=2)=[CH:5][CH:4]=1.C(N(CC)CC)C.[CH3:26][CH:27]1[CH2:32][CH2:31][N:30]([C:33]2[C:38]([CH2:39][NH2:40])=[CH:37][CH:36]=[C:35]([C:41]([F:44])([F:43])[F:42])[N:34]=2)[CH2:29][CH2:28]1. Product: [OH:1][CH2:2][C:3]1[N:8]=[CH:7][C:6]([NH:9][C:10]([NH:40][CH2:39][C:38]2[C:33]([N:30]3[CH2:31][CH2:32][CH:27]([CH3:26])[CH2:28][CH2:29]3)=[N:34][C:35]([C:41]([F:44])([F:42])[F:43])=[CH:36][CH:37]=2)=[O:18])=[CH:5][CH:4]=1. The catalyst class is: 4. (7) Reactant: [CH3:1][N:2]([CH3:20])[CH2:3][CH2:4][N:5]1[C:9]2[C:10]([CH:14]([CH2:17][CH3:18])[CH2:15][CH3:16])=[CH:11][CH:12]=[CH:13][C:8]=2[NH:7][C:6]1=[O:19].[Br:21]N1C(=O)CCC1=O. Product: [Br:21][C:13]1[C:8]2[NH:7][C:6](=[O:19])[N:5]([CH2:4][CH2:3][N:2]([CH3:1])[CH3:20])[C:9]=2[C:10]([CH:14]([CH2:15][CH3:16])[CH2:17][CH3:18])=[CH:11][CH:12]=1. The catalyst class is: 10.